Dataset: Full USPTO retrosynthesis dataset with 1.9M reactions from patents (1976-2016). Task: Predict the reactants needed to synthesize the given product. (1) Given the product [NH2:21][C:4]1[CH:3]=[C:2]([Cl:1])[CH:7]=[CH:6][C:5]=1[N:8]1[C:13](=[O:14])[CH:12]=[C:11]([C:15]([F:18])([F:17])[F:16])[N:10]([CH3:19])[C:9]1=[O:20], predict the reactants needed to synthesize it. The reactants are: [Cl:1][C:2]1[CH:7]=[CH:6][C:5]([N:8]2[C:13](=[O:14])[CH:12]=[C:11]([C:15]([F:18])([F:17])[F:16])[N:10]([CH3:19])[C:9]2=[O:20])=[C:4]([N+:21]([O-])=O)[CH:3]=1.Cl. (2) Given the product [C:11]([NH:10][C:6]1[N:7]=[CH:8][CH:9]=[C:4]2[C:3]([C:27]([C:16]3[C:17]([Cl:26])=[CH:18][C:19]([C:21]([NH:22][CH2:23][CH3:24])=[O:25])=[CH:20][C:15]=3[Cl:14])=[O:28])=[CH:2][NH:1][C:5]=12)(=[O:13])[CH3:12], predict the reactants needed to synthesize it. The reactants are: [NH:1]1[C:5]2=[C:6]([NH:10][C:11](=[O:13])[CH3:12])[N:7]=[CH:8][CH:9]=[C:4]2[CH:3]=[CH:2]1.[Cl:14][C:15]1[CH:20]=[C:19]([C:21](=[O:25])[NH:22][CH2:23][CH3:24])[CH:18]=[C:17]([Cl:26])[C:16]=1[C:27](Cl)=[O:28]. (3) Given the product [ClH:1].[ClH:1].[F:49][C:46]1[CH:47]=[CH:48][C:43]([CH2:42][CH2:41][C:38]2[CH:37]=[CH:36][C:35]([CH2:34][O:33][C:28]3[CH:29]=[CH:30][CH:31]=[CH:32][C:27]=3[CH2:26][CH2:25][NH:9][CH:10]3[CH2:19][CH2:18][CH2:17][C:16]4[N:15]=[C:14]([C:20]([O:22][CH2:23][CH3:24])=[O:21])[CH:13]=[CH:12][C:11]3=4)=[CH:40][CH:39]=2)=[CH:44][CH:45]=1, predict the reactants needed to synthesize it. The reactants are: [ClH:1].C(OC([N:9]([CH2:25][CH2:26][C:27]1[CH:32]=[CH:31][CH:30]=[CH:29][C:28]=1[O:33][CH2:34][C:35]1[CH:40]=[CH:39][C:38]([CH2:41][CH2:42][C:43]2[CH:48]=[CH:47][C:46]([F:49])=[CH:45][CH:44]=2)=[CH:37][CH:36]=1)[CH:10]1[CH2:19][CH2:18][CH2:17][C:16]2[N:15]=[C:14]([C:20]([O:22][CH2:23][CH3:24])=[O:21])[CH:13]=[CH:12][C:11]1=2)=O)(C)(C)C. (4) The reactants are: [CH3:1][C:2]1([NH:8][C:9](=[O:18])[O:10][CH2:11][C:12]2[CH:17]=[CH:16][CH:15]=[CH:14][CH:13]=2)[CH2:7][CH2:6][NH:5][CH2:4][CH2:3]1.Br[CH2:20][C:21]([O:23][CH2:24][CH3:25])=[O:22].C([O-])([O-])=O.[K+].[K+].O. Given the product [CH2:11]([O:10][C:9]([NH:8][C:2]1([CH3:1])[CH2:3][CH2:4][N:5]([CH2:20][C:21]([O:23][CH2:24][CH3:25])=[O:22])[CH2:6][CH2:7]1)=[O:18])[C:12]1[CH:17]=[CH:16][CH:15]=[CH:14][CH:13]=1, predict the reactants needed to synthesize it. (5) The reactants are: [CH2:1]([O:8][CH2:9][CH2:10][OH:11])[C:2]1[CH:7]=[CH:6][CH:5]=[CH:4][CH:3]=1.[H-].[Na+].Br[CH2:15][C:16]#[CH:17]. Given the product [CH2:17]([O:11][CH2:10][CH2:9][O:8][CH2:1][C:2]1[CH:7]=[CH:6][CH:5]=[CH:4][CH:3]=1)[C:16]#[CH:15], predict the reactants needed to synthesize it.